This data is from Reaction yield outcomes from USPTO patents with 853,638 reactions. The task is: Predict the reaction yield, written as a fraction of the theoretical maximum amount of product (1.0 means a 100% yield; for example, 0.34 means a 34% yield). (1) The reactants are [NH2:1][C:2]1[CH:18]=[CH:17][C:5]([O:6][C:7]2[CH:12]=[CH:11][N:10]=[C:9]3[NH:13][C:14](=[O:16])[NH:15][C:8]=23)=[CH:4][CH:3]=1.[C:19]1([N:25]=[C:26]=[O:27])[CH:24]=[CH:23][CH:22]=[CH:21][CH:20]=1.C(Cl)Cl. The catalyst is N1C=CC=CC=1. The product is [O:16]=[C:14]1[NH:13][C:9]2=[N:10][CH:11]=[CH:12][C:7]([O:6][C:5]3[CH:17]=[CH:18][C:2]([NH:1][C:26]([NH:25][C:19]4[CH:24]=[CH:23][CH:22]=[CH:21][CH:20]=4)=[O:27])=[CH:3][CH:4]=3)=[C:8]2[NH:15]1. The yield is 0.690. (2) The reactants are O[N:2]1C2C=CC=CC=2N=[N:3]1.Cl.CN(C)CCCN=C=NCC.[NH:23]([C:27]1[CH:28]=[C:29]([CH:33]=[CH:34][C:35]=1[C:36]([O:38][CH3:39])=[O:37])[C:30](O)=[O:31])[C:24]([CH3:26])=[O:25].O.NN. The catalyst is CN(C)C=O. The product is [NH:23]([C:27]1[CH:28]=[C:29]([C:30]([NH:2][NH2:3])=[O:31])[CH:33]=[CH:34][C:35]=1[C:36]([O:38][CH3:39])=[O:37])[C:24]([CH3:26])=[O:25]. The yield is 0.800.